Dataset: Full USPTO retrosynthesis dataset with 1.9M reactions from patents (1976-2016). Task: Predict the reactants needed to synthesize the given product. (1) Given the product [Br:14][C:13]1[CH:12]=[CH:11][CH:10]=[C:3]2[C:2]=1[NH:1][C:15](=[O:16])[N:6]([CH:7]([CH3:9])[CH3:8])[C:4]2=[O:5], predict the reactants needed to synthesize it. The reactants are: [NH2:1][C:2]1[C:13]([Br:14])=[CH:12][CH:11]=[CH:10][C:3]=1[C:4]([NH:6][CH:7]([CH3:9])[CH3:8])=[O:5].[C:15](OC(Cl)(Cl)Cl)(OC(Cl)(Cl)Cl)=[O:16].O. (2) Given the product [Cl:1][C:2]1[N:7]=[C:6]([NH:27][CH:24]2[CH2:25][CH2:26][O:21][CH2:22][CH2:23]2)[C:5]([N+:9]([O-:11])=[O:10])=[CH:4][N:3]=1, predict the reactants needed to synthesize it. The reactants are: [Cl:1][C:2]1[N:7]=[C:6](Cl)[C:5]([N+:9]([O-:11])=[O:10])=[CH:4][N:3]=1.CCN(C(C)C)C(C)C.[O:21]1[CH2:26][CH2:25][CH:24]([NH2:27])[CH2:23][CH2:22]1. (3) Given the product [C:26]1([C:17]2[CH:18]=[CH:19][CH:20]=[CH:21][CH:22]=2)[CH:27]=[CH:28][C:29]([C:6]([N:8]2[CH2:15][C:14](=[CH2:16])[CH2:13][C@H:9]2[C:10]([NH:42][C:38]2[CH:37]=[C:36]3[C:41](=[CH:40][CH:39]=2)[N:32]=[CH:33][CH:34]=[CH:35]3)=[O:12])=[O:7])=[CH:30][CH:31]=1, predict the reactants needed to synthesize it. The reactants are: C(O[C:6]([N:8]1[CH2:15][C:14](=[CH2:16])[CH2:13][C@H:9]1[C:10]([OH:12])=O)=[O:7])(C)(C)C.[C:17]1([C:26]2[CH:31]=[CH:30][CH:29]=[CH:28][CH:27]=2)[CH:22]=[CH:21][C:20](C(Cl)=O)=[CH:19][CH:18]=1.[N:32]1[C:41]2[C:36](=[CH:37][C:38]([NH2:42])=[CH:39][CH:40]=2)[CH:35]=[CH:34][CH:33]=1. (4) Given the product [CH2:1]([O:8][C:9]([N:11]1[CH2:20][CH2:19][C:18]2[C:13](=[CH:14][C:15]([O:21][CH2:24][S:25][CH3:26])=[CH:16][CH:17]=2)[CH2:12]1)=[O:10])[C:2]1[CH:7]=[CH:6][CH:5]=[CH:4][CH:3]=1, predict the reactants needed to synthesize it. The reactants are: [CH2:1]([O:8][C:9]([N:11]1[CH2:20][CH2:19][C:18]2[C:13](=[CH:14][C:15]([OH:21])=[CH:16][CH:17]=2)[CH2:12]1)=[O:10])[C:2]1[CH:7]=[CH:6][CH:5]=[CH:4][CH:3]=1.[H-].[Na+].[CH3:24][S:25][CH2:26]Cl.O. (5) Given the product [F:20][C:17]1([F:21])[CH2:18][CH2:19][N:14]([CH2:13][CH2:12][C:7]2[N:8]([CH3:11])[C:9]3[C:5]([N:6]=2)=[C:4]([N:22]2[CH2:27][CH2:26][O:25][CH2:24][CH2:23]2)[N:3]=[C:2]([N:31]2[C:32]4[CH:38]=[CH:37][CH:36]=[CH:35][C:33]=4[N:34]=[C:30]2[CH2:28][CH3:29])[N:10]=3)[CH2:15][CH2:16]1, predict the reactants needed to synthesize it. The reactants are: Cl[C:2]1[N:10]=[C:9]2[C:5]([N:6]=[C:7]([CH2:12][CH2:13][N:14]3[CH2:19][CH2:18][C:17]([F:21])([F:20])[CH2:16][CH2:15]3)[N:8]2[CH3:11])=[C:4]([N:22]2[CH2:27][CH2:26][O:25][CH2:24][CH2:23]2)[N:3]=1.[CH2:28]([C:30]1[NH:31][C:32]2[CH:38]=[CH:37][CH:36]=[CH:35][C:33]=2[N:34]=1)[CH3:29].CC(C1C=C(C(C)C)C(C2C=CC=CC=2P(C2CCCCC2)C2CCCCC2)=C(C(C)C)C=1)C.C([O-])([O-])=O.[Cs+].[Cs+]. (6) Given the product [ClH:22].[C:1]([C:5]1[CH:10]=[CH:9][C:8]([C:11]2[N:12]([C:30]([N:36]3[CH2:41][CH2:40][NH:39][CH2:38][CH2:37]3)=[O:31])[C@H:13]([C:23]3[CH:24]=[CH:25][C:26]([Cl:29])=[CH:27][CH:28]=3)[C@H:14]([C:16]3[CH:17]=[CH:18][C:19]([Cl:22])=[CH:20][CH:21]=3)[N:15]=2)=[C:7]([O:33][CH2:34][CH3:35])[CH:6]=1)([CH3:4])([CH3:2])[CH3:3], predict the reactants needed to synthesize it. The reactants are: [C:1]([C:5]1[CH:10]=[CH:9][C:8]([C:11]2[N:12]([C:30](Cl)=[O:31])[C@H:13]([C:23]3[CH:28]=[CH:27][C:26]([Cl:29])=[CH:25][CH:24]=3)[C@H:14]([C:16]3[CH:21]=[CH:20][C:19]([Cl:22])=[CH:18][CH:17]=3)[N:15]=2)=[C:7]([O:33][CH2:34][CH3:35])[CH:6]=1)([CH3:4])([CH3:3])[CH3:2].[NH:36]1[CH2:41][CH2:40][NH:39][CH2:38][CH2:37]1. (7) The reactants are: [NH:1]1[C:5]2[CH:6]=[CH:7][CH:8]=[CH:9][C:4]=2[NH:3][C:2]1=[O:10].[Cl:11][CH2:12][CH2:13][CH2:14][CH2:15][C:16](Cl)=[O:17]. Given the product [Cl:11][CH2:12][CH2:13][CH2:14][CH2:15][C:16]([C:8]1[CH:7]=[CH:6][C:5]2[NH:1][C:2](=[O:10])[NH:3][C:4]=2[CH:9]=1)=[O:17], predict the reactants needed to synthesize it.